Dataset: Forward reaction prediction with 1.9M reactions from USPTO patents (1976-2016). Task: Predict the product of the given reaction. Given the reactants [Cl:1][C:2]1[CH:3]=[CH:4][C:5]([C:33]#[N:34])=[C:6]([C:8]2[C:13]([O:14][CH3:15])=[CH:12][N:11]([CH:16]([CH2:24][C:25]3([C:28]([F:31])([F:30])[F:29])[CH2:27][CH2:26]3)[C:17]([O:19]C(C)(C)C)=[O:18])[C:10](=[O:32])[CH:9]=2)[CH:7]=1.C(O)(C(F)(F)F)=O, predict the reaction product. The product is: [Cl:1][C:2]1[CH:3]=[CH:4][C:5]([C:33]#[N:34])=[C:6]([C:8]2[C:13]([O:14][CH3:15])=[CH:12][N:11]([CH:16]([CH2:24][C:25]3([C:28]([F:30])([F:31])[F:29])[CH2:26][CH2:27]3)[C:17]([OH:19])=[O:18])[C:10](=[O:32])[CH:9]=2)[CH:7]=1.